Dataset: Reaction yield outcomes from USPTO patents with 853,638 reactions. Task: Predict the reaction yield, written as a fraction of the theoretical maximum amount of product (1.0 means a 100% yield; for example, 0.34 means a 34% yield). (1) The reactants are B(F)(F)F.CCOCC.C[N:11]([C:13](F)(F)[CH:14]([F:16])[F:15])C.[F:19][C:20]([F:30])([F:29])[C:21](=O)[CH2:22][C:23]([O:25][CH2:26][CH3:27])=[O:24].N1C=CC=CC=1.[C:37]1([NH:43]N)[CH:42]=[CH:41][CH:40]=[CH:39][CH:38]=1. The catalyst is ClCCl.C(#N)C. The product is [CH2:26]([O:25][C:23]([C:22]1[C:13]([CH:14]([F:16])[F:15])=[N:11][N:43]([C:37]2[CH:42]=[CH:41][CH:40]=[CH:39][CH:38]=2)[C:21]=1[C:20]([F:30])([F:29])[F:19])=[O:24])[CH3:27]. The yield is 0.670. (2) The reactants are Br[CH:2](Br)C.[CH3:5][O:6][C:7]([C:9]1[S:10][C:11]([C:31]2[CH:36]=[CH:35][CH:34]=[CH:33][CH:32]=2)=[CH:12][C:13]=1[N:14]([C:22]([CH:24]1[CH2:29][CH2:28][CH:27]([CH3:30])[CH2:26][CH2:25]1)=[O:23])[CH:15]1[CH2:20][CH2:19][C:18](=O)[CH2:17][CH2:16]1)=[O:8].C(=O)(O)[O-].[Na+]. The catalyst is O1CCCC1.ClCCl.[Zn]. The product is [CH3:5][O:6][C:7]([C:9]1[S:10][C:11]([C:31]2[CH:36]=[CH:35][CH:34]=[CH:33][CH:32]=2)=[CH:12][C:13]=1[N:14]([C:22]([CH:24]1[CH2:25][CH2:26][CH:27]([CH3:30])[CH2:28][CH2:29]1)=[O:23])[CH:15]1[CH2:20][CH2:19][C:18](=[CH2:2])[CH2:17][CH2:16]1)=[O:8]. The yield is 0.810. (3) The reactants are [Br:1][C:2]1[CH:3]=[C:4]([N+:12]([O-:14])=[O:13])[C:5]([CH3:11])=[C:6]([CH:10]=1)[C:7]([OH:9])=[O:8].[C:15](=O)([O-])[O-].[Na+].[Na+].CI. The catalyst is CN(C=O)C. The product is [Br:1][C:2]1[CH:3]=[C:4]([N+:12]([O-:14])=[O:13])[C:5]([CH3:11])=[C:6]([CH:10]=1)[C:7]([O:9][CH3:15])=[O:8]. The yield is 0.970. (4) The reactants are [F:1][C:2]1[CH:7]=[CH:6][C:5]([C:8]2[N:9]=[C:10]3[N:14]([C:15]=2[C:16]2[CH:17]=[CH:18][C:19]4[N:20]([C:22]([C@@H:25]5[CH2:27][C@H:26]5[C:28]([O:30]CC)=[O:29])=[N:23][N:24]=4)[CH:21]=2)[CH:13]=[CH:12][O:11]3)=[CH:4][CH:3]=1.[OH-].[Na+]. The catalyst is O1CCOCC1. The product is [F:1][C:2]1[CH:7]=[CH:6][C:5]([C:8]2[N:9]=[C:10]3[N:14]([C:15]=2[C:16]2[CH:17]=[CH:18][C:19]4[N:20]([C:22]([C@@H:25]5[CH2:27][C@H:26]5[C:28]([OH:30])=[O:29])=[N:23][N:24]=4)[CH:21]=2)[CH:13]=[CH:12][O:11]3)=[CH:4][CH:3]=1. The yield is 0.990. (5) The product is [C:13]1(=[C:5]2[C:6]3[C:11](=[CH:10][CH:9]=[CH:8][CH:7]=3)[NH:3][C:4]2=[O:12])[C:22]2[C:17](=[CH:18][CH:19]=[CH:20][CH:21]=2)[CH2:16][O:15]1. The yield is 0.470. The catalyst is CN(C=O)C.O. The reactants are [H-].[Na+].[NH:3]1[C:11]2[C:6](=[CH:7][CH:8]=[CH:9][CH:10]=2)[CH2:5][C:4]1=[O:12].[C:13]1([C:22]2[C:17](=[CH:18][CH:19]=[CH:20][CH:21]=2)[CH2:16][O:15]1)=O.Cl.